From a dataset of Full USPTO retrosynthesis dataset with 1.9M reactions from patents (1976-2016). Predict the reactants needed to synthesize the given product. The reactants are: [N:1]1([C:7]2[N:12]=[CH:11][C:10]([NH:13][C:14]([C:16]3[CH2:21][CH2:20][CH2:19][CH2:18][C:17]=3[C:22]3[CH:27]=[CH:26][C:25]([C:28]([F:31])([F:30])[F:29])=[CH:24][CH:23]=3)=[O:15])=[CH:9][CH:8]=2)[CH2:6][CH2:5][NH:4][CH2:3][CH2:2]1.Cl.[N:33]1[CH:38]=[CH:37][CH:36]=[CH:35][C:34]=1[CH2:39][C:40](O)=[O:41].ON1C2C=CC=CC=2N=N1.Cl.CN(C)CCCN=C=NCC. Given the product [N:33]1[CH:38]=[CH:37][CH:36]=[CH:35][C:34]=1[CH2:39][C:40]([N:4]1[CH2:5][CH2:6][N:1]([C:7]2[N:12]=[CH:11][C:10]([NH:13][C:14]([C:16]3[CH2:21][CH2:20][CH2:19][CH2:18][C:17]=3[C:22]3[CH:23]=[CH:24][C:25]([C:28]([F:31])([F:29])[F:30])=[CH:26][CH:27]=3)=[O:15])=[CH:9][CH:8]=2)[CH2:2][CH2:3]1)=[O:41], predict the reactants needed to synthesize it.